From a dataset of Peptide-MHC class I binding affinity with 185,985 pairs from IEDB/IMGT. Regression. Given a peptide amino acid sequence and an MHC pseudo amino acid sequence, predict their binding affinity value. This is MHC class I binding data. (1) The peptide sequence is SINSEYIESK. The MHC is HLA-A11:01 with pseudo-sequence HLA-A11:01. The binding affinity (normalized) is 0.629. (2) The peptide sequence is AAYHPQQFIYA. The MHC is HLA-B07:02 with pseudo-sequence HLA-B07:02. The binding affinity (normalized) is 0.193. (3) The peptide sequence is GLSCLLAAL. The MHC is HLA-A02:01 with pseudo-sequence HLA-A02:01. The binding affinity (normalized) is 0.526. (4) The peptide sequence is RQVCFFSAT. The MHC is HLA-A02:06 with pseudo-sequence HLA-A02:06. The binding affinity (normalized) is 0.820. (5) The peptide sequence is LPAKFLEGF. The MHC is HLA-B35:01 with pseudo-sequence HLA-B35:01. The binding affinity (normalized) is 0.395. (6) The peptide sequence is MMFDAMGAL. The MHC is HLA-A26:01 with pseudo-sequence HLA-A26:01. The binding affinity (normalized) is 0.342. (7) The peptide sequence is RVRRLNWAA. The MHC is HLA-B46:01 with pseudo-sequence HLA-B46:01. The binding affinity (normalized) is 0.0847.